From a dataset of Full USPTO retrosynthesis dataset with 1.9M reactions from patents (1976-2016). Predict the reactants needed to synthesize the given product. (1) Given the product [CH3:44][N:40]1[CH2:41][CH2:42][CH2:43][CH:39]1[CH2:38][CH2:37][NH:36][C:2]1[N:7]=[C:6]([O:8][C:9]2[CH:35]=[CH:34][CH:33]=[CH:32][C:10]=2[CH2:11][NH:12][C:13]([NH:15][C:16]2[N:20]([C:21]3[CH:22]=[CH:23][C:24]([CH3:27])=[CH:25][CH:26]=3)[N:19]=[C:18]([C:28]([CH3:31])([CH3:30])[CH3:29])[CH:17]=2)=[O:14])[CH:5]=[CH:4][N:3]=1, predict the reactants needed to synthesize it. The reactants are: Cl[C:2]1[N:7]=[C:6]([O:8][C:9]2[CH:35]=[CH:34][CH:33]=[CH:32][C:10]=2[CH2:11][NH:12][C:13]([NH:15][C:16]2[N:20]([C:21]3[CH:26]=[CH:25][C:24]([CH3:27])=[CH:23][CH:22]=3)[N:19]=[C:18]([C:28]([CH3:31])([CH3:30])[CH3:29])[CH:17]=2)=[O:14])[CH:5]=[CH:4][N:3]=1.[NH2:36][CH2:37][CH2:38][CH:39]1[CH2:43][CH2:42][CH2:41][N:40]1[CH3:44].C(=O)([O-])[O-].[Na+].[Na+]. (2) Given the product [NH2:15][C:12]1[CH:11]=[CH:10][C:9]([CH:3]2[N:2]([CH3:1])[CH2:7][CH2:6][NH:5][C:4]2=[O:8])=[CH:14][CH:13]=1, predict the reactants needed to synthesize it. The reactants are: [CH3:1][N:2]1[CH2:7][CH2:6][NH:5][C:4](=[O:8])[CH:3]1[C:9]1[CH:14]=[CH:13][C:12]([N+:15]([O-])=O)=[CH:11][CH:10]=1.Cl.C(=O)([O-])[O-].[K+].[K+]. (3) The reactants are: [F:1][C:2]([F:15])([F:14])[C:3]1[CH:12]=[C:11]2[C:6]([CH2:7][CH2:8][NH:9][C:10]2=[O:13])=[CH:5][CH:4]=1.Br[C:17]1[C:26]2[C:21](=[CH:22][CH:23]=[CH:24][CH:25]=2)[CH:20]=[N:19][CH:18]=1.P([O-])([O-])([O-])=O.[K+].[K+].[K+]. Given the product [F:15][C:2]([F:1])([F:14])[C:3]1[CH:12]=[C:11]2[C:6]([CH2:7][CH2:8][N:9]([C:17]3[C:26]4[C:21](=[CH:22][CH:23]=[CH:24][CH:25]=4)[CH:20]=[N:19][CH:18]=3)[C:10]2=[O:13])=[CH:5][CH:4]=1, predict the reactants needed to synthesize it. (4) Given the product [Br:1][C:2]1[CH:3]=[CH:4][C:5]([F:19])=[C:6]([C:8]2[N:17]=[C:16]([NH:20][C:21]3[CH:26]=[CH:25][N:24]=[CH:23][C:22]=3[CH3:27])[C:15]3[C:10](=[N:11][CH:12]=[CH:13][N:14]=3)[N:9]=2)[CH:7]=1, predict the reactants needed to synthesize it. The reactants are: [Br:1][C:2]1[CH:3]=[CH:4][C:5]([F:19])=[C:6]([C:8]2[NH:17][C:16](=O)[C:15]3[C:10](=[N:11][CH:12]=[CH:13][N:14]=3)[N:9]=2)[CH:7]=1.[NH2:20][C:21]1[CH:26]=[CH:25][N:24]=[CH:23][C:22]=1[CH3:27].C(N(C1C=CN=CC=1)C1C2C(=NC=CN=2)N=C(C2C=C(Br)C=CC=2F)N=1)CCC. (5) Given the product [C:1]1([C:26]2[CH:31]=[CH:30][CH:29]=[CH:28][CH:27]=2)[CH:2]=[CH:3][C:4]([C:7]2[N:12]=[C:11]3[CH:13]=[C:14]([C:40](=[O:47])[CH2:41][CH2:42][C:43]([O:45][CH3:46])=[O:44])[N:15]([CH2:16][O:17][CH2:18][CH2:19][Si:20]([CH3:23])([CH3:21])[CH3:22])[C:10]3=[CH:9][C:8]=2[Cl:25])=[CH:5][CH:6]=1, predict the reactants needed to synthesize it. The reactants are: [C:1]1([C:26]2[CH:31]=[CH:30][CH:29]=[CH:28][CH:27]=2)[CH:6]=[CH:5][C:4]([C:7]2[N:12]=[C:11]3[CH:13]=[C:14](Cl)[N:15]([CH2:16][O:17][CH2:18][CH2:19][Si:20]([CH3:23])([CH3:22])[CH3:21])[C:10]3=[CH:9][C:8]=2[Cl:25])=[CH:3][CH:2]=1.[Li]C(C)(C)C.CON(C)[C:40](=[O:47])[CH2:41][CH2:42][C:43]([O:45][CH3:46])=[O:44]. (6) Given the product [N:6]1[CH:5]=[C:4]([C:9]([O:11][CH3:12])=[O:10])[CH:3]=[C:2]2[CH2:18][O:19][CH2:20][C:7]=12, predict the reactants needed to synthesize it. The reactants are: Cl[C:2]1[CH:3]=[C:4]([C:9]([O:11][CH3:12])=[O:10])[CH:5]=[N:6][C:7]=1Cl.C([Sn](CCCC)(CCCC)[CH2:18][O:19][CH2:20][Sn](CCCC)(CCCC)CCCC)CCC.CC(C1C=C(C(C)C)C(C2C=CC=CC=2P(C2CCCCC2)C2CCCCC2)=C(C(C)C)C=1)C.[F-].[K+]. (7) The reactants are: [CH3:1][C:2]1[CH:7]=[C:6]([C:8](=[O:16])[CH2:9][C:10]2[CH:15]=[CH:14][CH:13]=[CH:12][CH:11]=2)[CH:5]=[CH:4][N:3]=1.[H-].[Na+].[CH3:19]I. Given the product [CH3:1][C:2]1[CH:7]=[C:6]([C:8](=[O:16])[CH:9]([C:10]2[CH:11]=[CH:12][CH:13]=[CH:14][CH:15]=2)[CH3:19])[CH:5]=[CH:4][N:3]=1, predict the reactants needed to synthesize it.